From a dataset of Forward reaction prediction with 1.9M reactions from USPTO patents (1976-2016). Predict the product of the given reaction. Given the reactants [SH:1][C:2]1[N:6]([CH2:7][C:8]([O:10][C:11]([CH3:14])([CH3:13])[CH3:12])=[O:9])[C:5]2[CH:15]=[CH:16][CH:17]=[CH:18][C:4]=2[N:3]=1.C(OC([N:26]1[CH2:31][CH2:30][CH2:29][CH:28]([CH2:32]O)[CH2:27]1)=O)(C)(C)C.C1(P(C2C=CC=CC=2)C2C=CC=CC=2)C=CC=CC=1.[C:53]([O:57][C:58](N=N[C:58]([O:57][C:53]([CH3:56])([CH3:55])[CH3:54])=[O:59])=[O:59])([CH3:56])([CH3:55])[CH3:54], predict the reaction product. The product is: [C:11]([O:10][C:8](=[O:9])[CH2:7][N:6]1[C:5]2[CH:15]=[CH:16][CH:17]=[CH:18][C:4]=2[N:3]=[C:2]1[SH:1]([CH2:32][CH:28]1[CH2:29][CH2:30][CH2:31][NH:26][CH2:27]1)[C:58]([O:57][C:53]([CH3:56])([CH3:55])[CH3:54])=[O:59])([CH3:13])([CH3:14])[CH3:12].